From a dataset of CYP1A2 inhibition data for predicting drug metabolism from PubChem BioAssay. Regression/Classification. Given a drug SMILES string, predict its absorption, distribution, metabolism, or excretion properties. Task type varies by dataset: regression for continuous measurements (e.g., permeability, clearance, half-life) or binary classification for categorical outcomes (e.g., BBB penetration, CYP inhibition). Dataset: cyp1a2_veith. (1) The molecule is CC(=O)N1CCC[C@@]2(CCN(Cc3ccccc3)C2)C1. The result is 0 (non-inhibitor). (2) The compound is Cc1cccc(N(C)S(=O)(=O)c2ccc3[nH]c(=O)c(=O)[nH]c3c2)c1. The result is 0 (non-inhibitor). (3) The result is 0 (non-inhibitor). The drug is O=c1[nH]c(=S)[nH]c2c1CN(CCCN1CCOCC1)CN2.